Dataset: Experimentally validated miRNA-target interactions with 360,000+ pairs, plus equal number of negative samples. Task: Binary Classification. Given a miRNA mature sequence and a target amino acid sequence, predict their likelihood of interaction. (1) The miRNA is hsa-miR-6747-3p with sequence UCCUGCCUUCCUCUGCACCAG. The protein sequence of the target gene is MPLGHIMRLDLEKIALEYIVPCLHEVGFCYLDNFLGEVVGDCVLERVKQLHCTGALRDGQLAGPRAGVSKRHLRGDQITWIGGNEEGCEAISFLLSLIDRLVLYCGSRLGKYYVKERSKAMVACYPGNGTGYVRHVDNPNGDGRCITCIYYLNKNWDAKLHGGILRIFPEGKSFIADVEPIFDRLLFFWSDRRNPHEVQPSYATRYAMTVWYFDAEERAEAKKKFRNLTRKTESALTED. Result: 0 (no interaction). (2) The miRNA is hsa-miR-6736-3p with sequence UCAGCUCCUCUCUACCCACAG. The protein sequence of the target gene is MALSQGLLTFRDVAIEFSQEEWKCLDPAQRTLYRDVMLENYRNLVSLDISSKCMMNTLSSTGQGNTEVIHTGTLQRQASYHIGAFCSQEIEKDIHDFVFQWQEDETNDHEAPMTEIKKLTSSTDRYDQRHAGNKPIKGQLESRFHLHLRRHRRIHTGEKPYKCEECEKVFSCKSHLEIHRIIHTGEKPYKCKVCDKAFKHDSHLAKHTRIHRGDKHYTCNECGKVFDQKATLACHHRSHTGEKPYKCNECGKTFSQTSHLVYHHRLHTGEKPYKCNECGKTFARNSVLVIHKAVHTAEKP.... Result: 1 (interaction). (3) The miRNA is hsa-miR-5087 with sequence GGGUUUGUAGCUUUGCUGGCAUG. The protein sequence of the target gene is MAITLQPSDLIFEFASNGMDDDIHQLEDPSVFPAVIVEQVPYPDLLHLYSGLELDDVHNGIITDGTLCMTQDQILEGSFLLTDDNEATSHTMSTAEVLLNMESPSDILDEKQIFSTSEMLPDSDPAPAVTLPNYLFPASEPDALNRAGDTSDQEGHSLEEKASREESAKKTGKSKKRIRKTKGNRSTSPVTDPSIPIRKKSKDGKGSTIYLWEFLLALLQDRNTCPKYIKWTQREKGIFKLVDSKAVSKLWGKQKNKPDMNYETMGRALRYYYQRGILAKVEGQRLVYQFKEMPKDLVVI.... Result: 1 (interaction). (4) The miRNA is mmu-miR-664-3p with sequence UAUUCAUUUACUCCCCAGCCUA. The protein sequence of the target gene is MLPSQAGAAAALGRGSALGGNLNRTPTGRPGGGGGTRGANGGRVPGNGAGLGQSRLEREAAAAAAPTAGALYSGSEGDSESGEEEELGAERRGLKRSLSEMELGVVVGGPEAAAAAAGGYGPVSGAVSGAKPGKKTRGRVKIKMEFIDNKLRRYTTFSKRKTGIMKKAYELSTLTGTQVLLLVASETGHVYTFATRKLQPMITSETGKALIQTCLNSPDSPPRSDPTTDQRMSATGFEEPDLTYQVSESDSSGETKDTLKPAFTVTNLPGTTSTIQTAPSTSTTMQVSSGPSFPITNYLA.... Result: 0 (no interaction). (5) The miRNA is ath-miR173-5p with sequence UUCGCUUGCAGAGAGAAAUCAC. The protein sequence of the target gene is MAPEARASPRLLLRAALLLLAALLPVASSAGPPVDHPLKPRHVKLLSANMGLKVTWDPPKDATSRPVEHYNIAYGKSLKSLKSIKVNAETHSFLIKDVEKEVPNKPLRMRVRASDDRLSVAWKAPRLSGAKSPRRSRGFLLGYGESGRKMNYVPLTRDERSHEIKKLASESVYVVSLQSTNSQGQSQPVYRAALTKRKNAEEDELDVPEDISVRVMSSQSVLVAWVDPLVEKQKRVVASRQYTVRYREKGESARWDYKQVSNRRALVDSLIPDTVYEFAVRISQGERDGKWSASVFQRTP.... Result: 0 (no interaction).